Predict the reaction yield, written as a fraction of the theoretical maximum amount of product (1.0 means a 100% yield; for example, 0.34 means a 34% yield). From a dataset of Reaction yield outcomes from USPTO patents with 853,638 reactions. (1) The reactants are [Cl:1][C:2]1[C:10]([O:11][CH2:12][CH2:13][CH2:14]Cl)=[CH:9][C:8]([C:16]2[N:17]([C:32]([O:34][C:35]([CH3:38])([CH3:37])[CH3:36])=[O:33])[C:18]3[C:23]([CH:24]=2)=[CH:22][C:21]([CH2:25][N:26]2[CH2:31][CH2:30][CH2:29][CH2:28][CH2:27]2)=[CH:20][CH:19]=3)=[C:7]2[C:3]=1[CH2:4][NH:5][C:6]2=[O:39].[NH:40]1[CH2:44][CH2:43][CH2:42][C@H:41]1[CH2:45][OH:46].O. The catalyst is CN(C)C(=O)C. The product is [Cl:1][C:2]1[C:10]([O:11][CH2:12][CH2:13][CH2:14][N:40]2[CH2:44][CH2:43][CH2:42][C@H:41]2[CH2:45][OH:46])=[CH:9][C:8]([C:16]2[N:17]([C:32]([O:34][C:35]([CH3:38])([CH3:37])[CH3:36])=[O:33])[C:18]3[C:23]([CH:24]=2)=[CH:22][C:21]([CH2:25][N:26]2[CH2:27][CH2:28][CH2:29][CH2:30][CH2:31]2)=[CH:20][CH:19]=3)=[C:7]2[C:3]=1[CH2:4][NH:5][C:6]2=[O:39]. The yield is 0.690. (2) The reactants are [F:1][C:2]([F:12])([C:5]1[CH:10]=[CH:9][CH:8]=[C:7]([CH3:11])[CH:6]=1)[CH2:3][OH:4].[Br:13][CH2:14][CH2:15][CH2:16][CH2:17][CH2:18][CH2:19]OCC(F)(F)CCC1C=CC=CC=1. No catalyst specified. The product is [Br:13][CH2:14][CH2:15][CH2:16][CH2:17][CH2:18][CH2:19][O:4][CH2:3][C:2]([C:5]1[CH:10]=[CH:9][CH:8]=[C:7]([CH3:11])[CH:6]=1)([F:12])[F:1]. The yield is 1.00.